This data is from Full USPTO retrosynthesis dataset with 1.9M reactions from patents (1976-2016). The task is: Predict the reactants needed to synthesize the given product. (1) Given the product [Cl:12][C:13]1[CH:14]=[CH:15][C:16]([S:19]([C:22]2[C:30]3[C:25](=[CH:26][CH:27]=[C:28]([CH3:31])[CH:29]=3)[N:24]([CH2:32][C:33]([O:35][CH2:1][CH3:2])=[O:34])[C:23]=2[CH3:36])(=[O:21])=[O:20])=[CH:17][CH:18]=1, predict the reactants needed to synthesize it. The reactants are: [CH:1]1C=C(Cl)C=C(C(OO)=O)[CH:2]=1.[Cl:12][C:13]1[CH:18]=[CH:17][C:16]([S:19]([C:22]2[C:30]3[C:25](=[CH:26][CH:27]=[C:28]([CH3:31])[CH:29]=3)[N:24]([CH2:32][C:33]([OH:35])=[O:34])[C:23]=2[CH3:36])(=[O:21])=[O:20])=[CH:15][CH:14]=1. (2) Given the product [C:22]([NH:21][C:19]([C:8]1[C:6]2=[N:7][C:2]([C:33]3[C:32]4[C:36](=[C:28]([CH2:26][CH3:27])[CH:29]=[CH:30][CH:31]=4)[NH:35][N:34]=3)=[CH:3][N:4]=[C:5]2[N:10]([CH2:11][O:12][CH2:13][CH2:14][Si:15]([CH3:18])([CH3:17])[CH3:16])[CH:9]=1)=[O:20])([CH3:25])([CH3:24])[CH3:23], predict the reactants needed to synthesize it. The reactants are: Br[C:2]1[N:7]=[C:6]2[C:8]([C:19]([NH:21][C:22]([CH3:25])([CH3:24])[CH3:23])=[O:20])=[CH:9][N:10]([CH2:11][O:12][CH2:13][CH2:14][Si:15]([CH3:18])([CH3:17])[CH3:16])[C:5]2=[N:4][CH:3]=1.[CH2:26]([C:28]1[CH:29]=[CH:30][CH:31]=[C:32]2[C:36]=1[NH:35][N:34]=[C:33]2I)[CH3:27].C([Sn](CCCC)(CCCC)[Sn](CCCC)(CCCC)CCCC)CCC.